Dataset: Full USPTO retrosynthesis dataset with 1.9M reactions from patents (1976-2016). Task: Predict the reactants needed to synthesize the given product. Given the product [N+:1]([C:4]1[CH:5]=[CH:6][CH:7]=[C:8]2[C:13]=1[NH:12][C:11]([C:14]1[CH:19]=[CH:18][CH:17]=[C:16]([C:20]([F:23])([F:21])[F:22])[CH:15]=1)=[CH:10][C:9]2=[O:29])([O-:3])=[O:2], predict the reactants needed to synthesize it. The reactants are: [N+:1]([C:4]1[CH:5]=[CH:6][CH:7]=[C:8]2[C:13]=1[NH:12][C:11]([C:14]1[CH:19]=[CH:18][CH:17]=[C:16]([C:20]([F:23])([F:22])[F:21])[CH:15]=1)=[C:10](C(OCC)=O)[C:9]2=[O:29])([O-:3])=[O:2].Cl.